From a dataset of NCI-60 drug combinations with 297,098 pairs across 59 cell lines. Regression. Given two drug SMILES strings and cell line genomic features, predict the synergy score measuring deviation from expected non-interaction effect. (1) Drug 1: C1=CC=C(C(=C1)C(C2=CC=C(C=C2)Cl)C(Cl)Cl)Cl. Drug 2: CN(C(=O)NC(C=O)C(C(C(CO)O)O)O)N=O. Cell line: SF-268. Synergy scores: CSS=1.62, Synergy_ZIP=-1.85, Synergy_Bliss=-2.56, Synergy_Loewe=0.187, Synergy_HSA=-1.29. (2) Drug 1: CC(CN1CC(=O)NC(=O)C1)N2CC(=O)NC(=O)C2. Drug 2: C1=CC=C(C=C1)NC(=O)CCCCCCC(=O)NO. Cell line: U251. Synergy scores: CSS=20.7, Synergy_ZIP=-10.1, Synergy_Bliss=-9.96, Synergy_Loewe=-7.28, Synergy_HSA=-7.48. (3) Drug 1: C1=CC(=CC=C1C#N)C(C2=CC=C(C=C2)C#N)N3C=NC=N3. Drug 2: CC1=C(C(CCC1)(C)C)C=CC(=CC=CC(=CC(=O)O)C)C. Cell line: MALME-3M. Synergy scores: CSS=8.17, Synergy_ZIP=-5.31, Synergy_Bliss=-5.47, Synergy_Loewe=-5.81, Synergy_HSA=-4.75. (4) Drug 1: C1=CN(C=N1)CC(O)(P(=O)(O)O)P(=O)(O)O. Drug 2: COC1=C2C(=CC3=C1OC=C3)C=CC(=O)O2. Synergy scores: CSS=-0.528, Synergy_ZIP=-0.478, Synergy_Bliss=-2.30, Synergy_Loewe=-1.07, Synergy_HSA=-3.20. Cell line: DU-145.